Dataset: Catalyst prediction with 721,799 reactions and 888 catalyst types from USPTO. Task: Predict which catalyst facilitates the given reaction. (1) Reactant: [N:1]1([C:24]([O:26][C:27]([CH3:30])([CH3:29])[CH3:28])=[O:25])[CH2:6][CH2:5][N:4](C(OCC2C=CC=CC=2)=O)[CH2:3][CH:2]1[C:17]([O:19][C:20]([CH3:23])([CH3:22])[CH3:21])=[O:18]. Product: [N:1]1([C:24]([O:26][C:27]([CH3:30])([CH3:29])[CH3:28])=[O:25])[CH2:6][CH2:5][NH:4][CH2:3][CH:2]1[C:17]([O:19][C:20]([CH3:22])([CH3:23])[CH3:21])=[O:18]. The catalyst class is: 99. (2) Reactant: [CH3:1][N:2]1[C:10]2[C:5](=[CH:6][CH:7]=[C:8]([C:11]([O-:13])=O)[CH:9]=2)[C:4]([N:14]2[CH2:19][CH2:18][N:17]([CH3:20])[CH2:16][CH2:15]2)=[N:3]1.[Li+].C(Cl)CCl.C1C=CC2N(O)N=NC=2C=1.CC[N:38]([CH2:41][CH3:42])CC.[CH3:43][O:44][C:45]1C=C[C:48]([CH2:49]N)=[CH:47][CH:46]=1. Product: [CH3:43][O:44][C:45]1[CH:46]=[CH:47][CH:48]=[CH:49][C:42]=1[CH2:41][NH:38][C:11]([C:8]1[CH:9]=[C:10]2[C:5]([C:4]([N:14]3[CH2:19][CH2:18][N:17]([CH3:20])[CH2:16][CH2:15]3)=[N:3][N:2]2[CH3:1])=[CH:6][CH:7]=1)=[O:13]. The catalyst class is: 39. (3) Reactant: CC1C=CC(S(O[CH2:12][C@@H:13]2[O:22][C:21]3[C:16](=[CH:17][CH:18]=[C:19]4[NH:25][C:24]([CH2:26][CH3:27])=[N:23][C:20]4=3)[O:15][CH2:14]2)(=O)=O)=CC=1.[NH:28]1[CH2:33][CH:32]=[C:31]([C:34]2[C:42]3[C:37](=[CH:38][CH:39]=[CH:40][CH:41]=3)[NH:36][CH:35]=2)[CH2:30][CH2:29]1. Product: [NH:36]1[C:37]2[C:42](=[CH:41][CH:40]=[CH:39][CH:38]=2)[C:34]([C:31]2[CH2:32][CH2:33][N:28]([CH2:12][CH:13]3[O:22][C:21]4[C:16](=[CH:17][CH:18]=[C:19]5[NH:25][C:24]([CH2:26][CH3:27])=[N:23][C:20]5=4)[O:15][CH2:14]3)[CH2:29][CH:30]=2)=[CH:35]1. The catalyst class is: 148. (4) Reactant: [CH3:1][C:2](=[CH:6][C:7]1[CH:12]=[CH:11][CH:10]=[CH:9][CH:8]=1)[C:3](Cl)=[O:4].[CH3:13][CH:14]([CH3:28])[CH:15]([C:21]1[CH:26]=[CH:25][C:24]([NH2:27])=[CH:23][CH:22]=1)[N:16]1[CH:20]=[N:19][CH:18]=[N:17]1. Product: [CH3:1]/[C:2](=[CH:6]\[C:7]1[CH:12]=[CH:11][CH:10]=[CH:9][CH:8]=1)/[C:3]([NH:27][C:24]1[CH:25]=[CH:26][C:21]([CH:15]([N:16]2[CH:20]=[N:19][CH:18]=[N:17]2)[CH:14]([CH3:28])[CH3:13])=[CH:22][CH:23]=1)=[O:4]. The catalyst class is: 202. (5) Reactant: C(O[C:6]([N:8]1[CH2:12][CH:11]([F:13])[CH:10]2[O:14][CH2:15][CH:16]([OH:17])[CH:9]12)=[O:7])(C)(C)C.C(O)(C(F)(F)F)=O.CCN=C=NCCCN(C)C.Cl.C1C=CC2N(O)N=NC=2C=1.[NH:47]([C:56]([O:58][CH2:59][C:60]1[CH:65]=[CH:64][CH:63]=[CH:62][CH:61]=1)=[O:57])[C@H:48](C(O)=O)[CH2:49][CH:50]([CH3:52])[CH3:51].CCN(CC)CC.C(OC(=O)NC(C(N1CC(F)C2OCC(O)C12)=O)CC(C)C)C1C=CC=CC=1.CC(OI1(OC(C)=O)(OC(C)=O)OC(=O)C2C=CC=CC1=2)=O. Product: [CH2:59]([O:58][C:56](=[O:57])[NH:47][CH:48]([C:6]([N:8]1[CH2:12][CH:11]([F:13])[CH:10]2[O:14][CH2:15][C:16](=[O:17])[CH:9]12)=[O:7])[CH2:49][CH:50]([CH3:51])[CH3:52])[C:60]1[CH:65]=[CH:64][CH:63]=[CH:62][CH:61]=1. The catalyst class is: 59. (6) Reactant: [Br:1][C:2]1[CH:3]=[CH:4][C:5]([OH:12])=[C:6]([C:8](=[O:11])[CH2:9]Cl)[CH:7]=1.C([O-])(=O)C.[Na+]. Product: [Br:1][C:2]1[CH:3]=[CH:4][C:5]2[O:12][CH2:9][C:8](=[O:11])[C:6]=2[CH:7]=1. The catalyst class is: 5.